Dataset: NCI-60 drug combinations with 297,098 pairs across 59 cell lines. Task: Regression. Given two drug SMILES strings and cell line genomic features, predict the synergy score measuring deviation from expected non-interaction effect. Drug 1: CC1=C(C=C(C=C1)NC2=NC=CC(=N2)N(C)C3=CC4=NN(C(=C4C=C3)C)C)S(=O)(=O)N.Cl. Drug 2: CN(CCCl)CCCl.Cl. Cell line: HCT116. Synergy scores: CSS=26.5, Synergy_ZIP=-3.96, Synergy_Bliss=0.156, Synergy_Loewe=-5.43, Synergy_HSA=-2.04.